This data is from Peptide-MHC class II binding affinity with 134,281 pairs from IEDB. The task is: Regression. Given a peptide amino acid sequence and an MHC pseudo amino acid sequence, predict their binding affinity value. This is MHC class II binding data. (1) The peptide sequence is GELQIVQKIDAAFKI. The MHC is DRB5_0101 with pseudo-sequence DRB5_0101. The binding affinity (normalized) is 0.838. (2) The peptide sequence is MGKATTEEQKLIEDV. The MHC is DRB1_0401 with pseudo-sequence DRB1_0401. The binding affinity (normalized) is 0.179. (3) The peptide sequence is RRTGNIQIRLPWYSY. The MHC is DRB1_0405 with pseudo-sequence DRB1_0405. The binding affinity (normalized) is 0.223. (4) The peptide sequence is RLAFHHVARELHPE. The binding affinity (normalized) is 0.426. The MHC is DRB1_0103 with pseudo-sequence QEFFIASGAAVDAIMWLFLECYDIDEATYHVGFT. (5) The peptide sequence is CEAVRRVAAMQAQKA. The MHC is DRB1_1101 with pseudo-sequence DRB1_1101. The binding affinity (normalized) is 0.369. (6) The binding affinity (normalized) is 0.798. The MHC is DRB1_0401 with pseudo-sequence DRB1_0401. The peptide sequence is VLSYVIGLLPQDMVI. (7) The peptide sequence is INRQILDNAAKYVEH. The MHC is DRB1_0404 with pseudo-sequence DRB1_0404. The binding affinity (normalized) is 0.474.